This data is from Experimentally validated miRNA-target interactions with 360,000+ pairs, plus equal number of negative samples. The task is: Binary Classification. Given a miRNA mature sequence and a target amino acid sequence, predict their likelihood of interaction. The miRNA is hsa-miR-4668-3p with sequence GAAAAUCCUUUUUGUUUUUCCAG. The protein sequence of the target gene is MGLPIVPGLLLSLVLLALLMGIHPSGVTGLVPSLGDREKRDNLCPQGKYAHPKNNSICCTKCHKGTYLVSDCPSPGQETVCEVCDKGTFTASQNHVRQCLSCKTCRKEMFQVEISPCKADMDTVCGCKKNQFQRYLSETHFQCVDCSPCFNGTVTIPCKEKQNTVCNCHAGFFLSGNECTPCSHCKKNQECMKLCLPPVANVTNPQDSGTAVLLPLVIFLGLCLLFFICISLLCRYPQWRPRVYSIICRDSAPVKEVEGEGIVTKPLTPASIPAFSPNPGFNPTLGFSTTPRFSHPVSST.... Result: 0 (no interaction).